This data is from Full USPTO retrosynthesis dataset with 1.9M reactions from patents (1976-2016). The task is: Predict the reactants needed to synthesize the given product. (1) Given the product [C:20]([O:23][C:44](=[O:45])[NH:42][C:6]1[N:7]=[C:2]([NH2:1])[C:3]2[N:4]([N:11]=[C:12]([C:14]3[O:15][CH:16]=[CH:17][CH:18]=3)[N:13]=2)[CH:5]=1)([CH3:22])([CH3:21])[CH3:19], predict the reactants needed to synthesize it. The reactants are: [NH2:1][C:2]1[C:3]2[N:4]([N:11]=[C:12]([C:14]3[O:15][CH:16]=[CH:17][CH:18]=3)[N:13]=2)[CH:5]=[C:6](C(O)=O)[N:7]=1.[CH3:19][C:20]([OH:23])([CH3:22])[CH3:21].C1(P(N=[N+]=[N-])(C2C=CC=CC=2)=O)C=CC=CC=1.C[N:42]([CH:44]=[O:45])C. (2) Given the product [C:1]([O:4][CH2:5][C@@H:6]([CH3:12])[CH2:7][C@@H:8]([CH3:11])[CH2:9][O:10][S:19]([C:16]1[CH:17]=[CH:18][C:13]([CH3:23])=[CH:14][CH:15]=1)(=[O:21])=[O:20])(=[O:3])[CH3:2], predict the reactants needed to synthesize it. The reactants are: [C:1]([O:4][CH2:5][C@@H:6]([CH3:12])[CH2:7][C@@H:8]([CH3:11])[CH2:9][OH:10])(=[O:3])[CH3:2].[C:13]1([CH3:23])[CH:18]=[CH:17][C:16]([S:19](Cl)(=[O:21])=[O:20])=[CH:15][CH:14]=1. (3) The reactants are: [Br:1][C:2]1[CH:10]=[CH:9][C:5]([C:6]([OH:8])=O)=[CH:4][C:3]=1[CH3:11].[NH2:12][C@H:13]1[CH2:18][CH2:17][C@H:16]([OH:19])[CH2:15][CH2:14]1.C(N(CC)C(C)C)(C)C.F[P-](F)(F)(F)(F)F.CN(C(ON1C2=NC=CC=C2N=N1)=[N+](C)C)C. Given the product [Br:1][C:2]1[CH:10]=[CH:9][C:5]([C:6]([NH:12][C@H:13]2[CH2:18][CH2:17][C@H:16]([OH:19])[CH2:15][CH2:14]2)=[O:8])=[CH:4][C:3]=1[CH3:11], predict the reactants needed to synthesize it. (4) Given the product [NH:25]1[C:2]([C@@H:6]([C:8]2[CH:13]=[CH:12][C:11]([NH:14][C:15]3[S:16][CH:17]=[C:18]([C:20]([F:23])([F:22])[F:21])[N:19]=3)=[CH:10][CH:9]=2)[CH3:7])=[CH:3][CH:4]=[N:26]1, predict the reactants needed to synthesize it. The reactants are: O=[C:2]([C@@H:6]([C:8]1[CH:13]=[CH:12][C:11]([NH:14][C:15]2[S:16][CH:17]=[C:18]([C:20]([F:23])([F:22])[F:21])[N:19]=2)=[CH:10][CH:9]=1)[CH3:7])[CH2:3][CH:4]=O.O.[NH2:25][NH2:26]. (5) Given the product [CH2:1]([O:8][C:9]([N:11]1[CH2:15][CH:14]([OH:16])[CH2:13][CH:12]1[C:28]([C:30]1[C:38]2[C:33](=[CH:34][C:35]([F:39])=[CH:36][CH:37]=2)[NH:32][CH:31]=1)=[O:29])=[O:10])[C:2]1[CH:7]=[CH:6][CH:5]=[CH:4][CH:3]=1, predict the reactants needed to synthesize it. The reactants are: [CH2:1]([O:8][C:9]([N:11]1[CH2:15][CH:14]([O:16]C(=O)C2C=CC([N+]([O-])=O)=CC=2)[CH2:13][CH:12]1[C:28]([C:30]1[C:38]2[C:33](=[CH:34][C:35]([F:39])=[CH:36][CH:37]=2)[NH:32][CH:31]=1)=[O:29])=[O:10])[C:2]1[CH:7]=[CH:6][CH:5]=[CH:4][CH:3]=1.O.[OH-].[Na+].CC(O)=O. (6) The reactants are: [NH:1]1[C:5]([C:6]2[CH:7]=[CH:8][C:9]3[S:14][C:13]4[N:15]=[CH:16][CH:17]=[N:18][C:12]=4[N:11](COC)[C:10]=3[CH:22]=2)=[N:4][N:3]=[N:2]1. Given the product [NH:1]1[C:5]([C:6]2[CH:7]=[CH:8][C:9]3[S:14][C:13]4[N:15]=[CH:16][CH:17]=[N:18][C:12]=4[NH:11][C:10]=3[CH:22]=2)=[N:4][N:3]=[N:2]1, predict the reactants needed to synthesize it. (7) Given the product [Cl:2][C:3]1[CH:4]=[C:5]([CH:9]=[CH:10][C:11]=1[O:12][CH:31]([CH3:33])[CH3:32])[C:6]([O:8][CH:14]([CH3:15])[CH3:22])=[O:7], predict the reactants needed to synthesize it. The reactants are: O.[Cl:2][C:3]1[CH:4]=[C:5]([CH:9]=[CH:10][C:11]=1[OH:12])[C:6]([OH:8])=[O:7].Cl[C:14]1[CH:15]=C(C=C[C:22]=1O)C(O)=O.C(=O)([O-])[O-].[K+].[K+].I[CH:31]([CH3:33])[CH3:32].